From a dataset of Catalyst prediction with 721,799 reactions and 888 catalyst types from USPTO. Predict which catalyst facilitates the given reaction. (1) Product: [Br:1][C:2]1[CH:7]=[CH:6][C:5]([C:8]([CH:10]2[CH2:14][CH2:13][N:12]([CH3:15])[CH2:11]2)=[O:9])=[CH:4][CH:3]=1. The catalyst class is: 5. Reactant: [Br:1][C:2]1[CH:7]=[CH:6][C:5]([C:8]([CH:10]2[CH2:14][CH2:13][NH:12][CH2:11]2)=[O:9])=[CH:4][CH:3]=1.[C:15](O)(=O)C.C=O.C(O[BH-](OC(=O)C)OC(=O)C)(=O)C.[Na+]. (2) Reactant: C(N(CC)CC)C.[Br:8][C:9]1[CH:10]=[C:11]([CH:14]=[C:15]([O:26][CH3:27])[C:16]=1[O:17][CH2:18][CH2:19][CH2:20][CH2:21][CH2:22][CH2:23][CH2:24][CH3:25])[CH2:12][OH:13].[CH3:28][S:29](Cl)(=[O:31])=[O:30]. Product: [S:29]([O:13][CH2:12][C:11]1[CH:14]=[C:15]([O:26][CH3:27])[C:16]([O:17][CH2:18][CH2:19][CH2:20][CH2:21][CH2:22][CH2:23][CH2:24][CH3:25])=[C:9]([Br:8])[CH:10]=1)(=[O:31])(=[O:30])[CH3:28]. The catalyst class is: 4. (3) Reactant: [Cl:1][C:2]1[S:3][C:4]([C:8]([OH:10])=O)=[C:5]([Cl:7])[N:6]=1.CCN(CC)CC.C1(P([N:32]=[N+:33]=[N-:34])(C2C=CC=CC=2)=O)C=CC=CC=1. Product: [Cl:1][C:2]1[S:3][C:4]([C:8]([N:32]=[N+:33]=[N-:34])=[O:10])=[C:5]([Cl:7])[N:6]=1. The catalyst class is: 11. (4) Reactant: [C:1]([O:5][C:6](=[O:39])[NH:7][C:8]1[C:13]2[C:14]([O:36][CH3:37])=[N:15][N:16]([C:17]([C:30]3[CH:35]=[CH:34][CH:33]=[CH:32][CH:31]=3)([C:24]3[CH:29]=[CH:28][CH:27]=[CH:26][CH:25]=3)[C:18]3[CH:23]=[CH:22][CH:21]=[CH:20][CH:19]=3)[C:12]=2[CH:11]=[C:10]([Cl:38])[N:9]=1)([CH3:4])([CH3:3])[CH3:2].[C:40]([O-])([O-])=O.[Cs+].[Cs+].IC.[NH4+].[Cl-]. Product: [C:1]([O:5][C:6](=[O:39])[N:7]([C:8]1[C:13]2[C:14]([O:36][CH3:37])=[N:15][N:16]([C:17]([C:30]3[CH:31]=[CH:32][CH:33]=[CH:34][CH:35]=3)([C:18]3[CH:23]=[CH:22][CH:21]=[CH:20][CH:19]=3)[C:24]3[CH:25]=[CH:26][CH:27]=[CH:28][CH:29]=3)[C:12]=2[CH:11]=[C:10]([Cl:38])[N:9]=1)[CH3:40])([CH3:4])([CH3:2])[CH3:3]. The catalyst class is: 31. (5) Reactant: [C:1]([C:5]1[CH:10]=[CH:9][C:8]([C:11]2[CH:16]=[CH:15][C:14]([N+:17]([O-])=O)=[CH:13][CH:12]=2)=[CH:7][CH:6]=1)([CH3:4])([CH3:3])[CH3:2]. The catalyst class is: 29. Product: [C:1]([C:5]1[CH:10]=[CH:9][C:8]([C:11]2[CH:12]=[CH:13][C:14]([NH2:17])=[CH:15][CH:16]=2)=[CH:7][CH:6]=1)([CH3:4])([CH3:2])[CH3:3]. (6) Reactant: [F:1][C:2]([F:38])([F:37])[C:3]1[CH:4]=[C:5]([CH:30]=[C:31]([C:33]([F:36])([F:35])[F:34])[CH:32]=1)[C:6]([N:8]1[CH2:13][CH2:12][N:11]([CH2:14]CCC(=O)C)[CH2:10][C@H:9]1[CH2:20][C:21]1[C:29]2[C:24](=[CH:25][CH:26]=[CH:27][CH:28]=2)[NH:23][CH:22]=1)=[O:7].[CH:39]([C:41]([CH3:43])=[O:42])=C. Product: [F:35][C:33]([F:36])([F:34])[C:31]1[CH:30]=[C:5]([CH:4]=[C:3]([C:2]([F:38])([F:1])[F:37])[CH:32]=1)[C:6]([N:8]1[CH2:13][CH2:12][N:11]([CH2:14][CH2:39][C:41](=[O:42])[CH3:43])[CH2:10][C@H:9]1[CH2:20][C:21]1[C:29]2[C:24](=[CH:25][CH:26]=[CH:27][CH:28]=2)[NH:23][CH:22]=1)=[O:7]. The catalyst class is: 11. (7) Reactant: C(O[C:6]([N:8]1[CH2:13][CH2:12][CH2:11][C:10]([CH:15]([O:23][C:24]2[C:32]3[C:27](=[CH:28][CH:29]=[C:30]([F:33])[CH:31]=3)[NH:26][N:25]=2)C2C=CC=CC=2F)(C)[CH2:9]1)=O)(C)(C)C.[ClH:34]. Product: [ClH:34].[F:33][C:30]1[CH:31]=[C:32]2[C:27](=[CH:28][CH:29]=1)[N:26]([C:29]1[CH:28]=[CH:27][CH:32]=[CH:31][C:30]=1[F:33])[N:25]=[C:24]2[O:23][CH2:15][CH:10]1[CH2:11][CH2:12][CH2:13][N:8]([CH3:6])[CH2:9]1. The catalyst class is: 817. (8) Reactant: [Br:1][C:2]1[C:7]([CH3:8])=[CH:6][C:5]([N:9]2[C:18]3[C:13](=[CH:14][C:15]([S:19](OC4C(F)=C(F)C(F)=C(F)C=4F)(=[O:21])=[O:20])=[CH:16][CH:17]=3)[CH:12]=[CH:11][C:10]2=[O:34])=[C:4]([O:35][CH3:36])[CH:3]=1.C1COCC1.[N:42]1[CH:47]=[CH:46][CH:45]=[N:44][C:43]=1[NH2:48].C[Si]([N-][Si](C)(C)C)(C)C.[Li+]. Product: [Br:1][C:2]1[C:7]([CH3:8])=[CH:6][C:5]([N:9]2[C:18]3[C:13](=[CH:14][C:15]([S:19]([NH:48][C:43]4[N:44]=[CH:45][CH:46]=[CH:47][N:42]=4)(=[O:21])=[O:20])=[CH:16][CH:17]=3)[CH:12]=[CH:11][C:10]2=[O:34])=[C:4]([O:35][CH3:36])[CH:3]=1. The catalyst class is: 818.